From a dataset of Reaction yield outcomes from USPTO patents with 853,638 reactions. Predict the reaction yield, written as a fraction of the theoretical maximum amount of product (1.0 means a 100% yield; for example, 0.34 means a 34% yield). (1) The reactants are [CH3:1][C:2]1[N:3]=[CH:4][S:5][CH:6]=1.[Cl:7][C:8]1[CH:15]=[CH:14][C:11]([CH:12]=[O:13])=[CH:10][CH:9]=1.C(O)C.O. The catalyst is O1CCCC1.C(OCC)C. The product is [Cl:7][C:8]1[CH:15]=[CH:14][C:11]([CH:12]([C:4]2[S:5][CH:6]=[C:2]([CH3:1])[N:3]=2)[OH:13])=[CH:10][CH:9]=1. The yield is 0.740. (2) The reactants are N=[C:2]([C:11]1[CH:16]=[CH:15][CH:14]=[CH:13][C:12]=1[CH3:17])[C:3]1[C:9]([CH3:10])=[CH:8][CH:7]=[CH:6][C:4]=1[NH2:5].[OH-:18].[Na+]. The catalyst is C(O)CC.Cl. The product is [NH2:5][C:4]1[CH:6]=[CH:7][CH:8]=[C:9]([CH3:10])[C:3]=1[C:2]([C:11]1[CH:16]=[CH:15][CH:14]=[CH:13][C:12]=1[CH3:17])=[O:18]. The yield is 0.290. (3) The reactants are [S:1]1[C:5]([C:6]2[C:7]([OH:16])=[C:8]([CH:11]=[CH:12][C:13]=2[O:14][CH3:15])[CH:9]=[O:10])=[CH:4][C:3]2[CH:17]=[CH:18][CH:19]=[CH:20][C:2]1=2.[C:21](=O)([O-])[O-].[K+].[K+].CI. The catalyst is CC(C)=O. The product is [S:1]1[C:5]([C:6]2[C:7]([O:16][CH3:21])=[C:8]([CH:11]=[CH:12][C:13]=2[O:14][CH3:15])[CH:9]=[O:10])=[CH:4][C:3]2[CH:17]=[CH:18][CH:19]=[CH:20][C:2]1=2. The yield is 0.970. (4) The reactants are Cl.[F:2][C:3]1[CH:8]=[CH:7][C:6]([CH:9]([OH:23])[CH:10]([NH2:22])[CH2:11][C:12]2[CH:17]=[CH:16][C:15]([C:18]([F:21])([F:20])[F:19])=[CH:14][CH:13]=2)=[CH:5][CH:4]=1.[F:24][C:25]([F:40])([F:39])[C:26]1[CH:27]=[C:28]([CH:32]=[C:33]([C:35]([F:38])([F:37])[F:36])[CH:34]=1)[C:29](Cl)=[O:30].C(=O)([O-])O.[Na+]. The catalyst is C(OCC)(=O)C.O. The product is [F:2][C:3]1[CH:4]=[CH:5][C:6]([CH:9]([OH:23])[CH:10]([NH:22][C:29](=[O:30])[C:28]2[CH:32]=[C:33]([C:35]([F:36])([F:37])[F:38])[CH:34]=[C:26]([C:25]([F:24])([F:39])[F:40])[CH:27]=2)[CH2:11][C:12]2[CH:17]=[CH:16][C:15]([C:18]([F:21])([F:20])[F:19])=[CH:14][CH:13]=2)=[CH:7][CH:8]=1. The yield is 0.310. (5) The reactants are [O:1]=[C:2]1[C:6]2[N:7]=[N:8][C:9]3[CH:10]=[CH:11][CH:12]=[CH:13][C:14]=3[C:5]=2[NH:4][N:3]1[C:15]1[CH:23]=[CH:22][C:18]([C:19](Cl)=[O:20])=[CH:17][CH:16]=1.C(N(C(C)C)CC)(C)C.[CH:33]1([NH:39][CH2:40][CH2:41][CH2:42][NH2:43])[CH2:38][CH2:37][CH2:36][CH2:35][CH2:34]1.O. The catalyst is CC(N(C)C)=O. The product is [CH:33]1([NH:39][CH2:40][CH2:41][CH2:42][NH:43][C:19](=[O:20])[C:18]2[CH:22]=[CH:23][C:15]([N:3]3[C:2](=[O:1])[C:6]4[N:7]=[N:8][C:9]5[CH:10]=[CH:11][CH:12]=[CH:13][C:14]=5[C:5]=4[NH:4]3)=[CH:16][CH:17]=2)[CH2:38][CH2:37][CH2:36][CH2:35][CH2:34]1. The yield is 0.620. (6) The reactants are [CH3:1][O:2][C:3]([NH:5][C@H:6]([C:10]([N:12]1[C@@H:16]([CH3:17])[CH2:15][CH2:14][C@H:13]1[C:18]1[NH:22][C:21]2[C:23]3[C:28]([CH2:29][CH2:30][C:20]=2[N:19]=1)=[CH:27][C:26]1[C:31]2[C:36]([CH2:37][O:38][C:25]=1[CH:24]=3)=[CH:35][C:34]([C:39]1[NH:43][C:42]([C@@H:44]3[CH2:48][C@H:47]([CH2:49][O:50][CH3:51])[CH2:46][N:45]3[C:52]([O:54][C:55]([CH3:58])([CH3:57])[CH3:56])=[O:53])=[N:41][CH:40]=1)=[CH:33][CH:32]=2)=[O:11])[CH:7]([CH3:9])[CH3:8])=[O:4].CO. The catalyst is C(Cl)Cl.O=[Mn]=O. The product is [CH3:1][O:2][C:3]([NH:5][C@H:6]([C:10]([N:12]1[C@@H:16]([CH3:17])[CH2:15][CH2:14][C@H:13]1[C:18]1[NH:22][C:21]2[C:23]3[C:28]([CH:29]=[CH:30][C:20]=2[N:19]=1)=[CH:27][C:26]1[C:31]2[C:36]([CH2:37][O:38][C:25]=1[CH:24]=3)=[CH:35][C:34]([C:39]1[NH:43][C:42]([C@@H:44]3[CH2:48][C@H:47]([CH2:49][O:50][CH3:51])[CH2:46][N:45]3[C:52]([O:54][C:55]([CH3:58])([CH3:57])[CH3:56])=[O:53])=[N:41][CH:40]=1)=[CH:33][CH:32]=2)=[O:11])[CH:7]([CH3:9])[CH3:8])=[O:4]. The yield is 0.580.